Task: Predict the reaction yield, written as a fraction of the theoretical maximum amount of product (1.0 means a 100% yield; for example, 0.34 means a 34% yield).. Dataset: Reaction yield outcomes from USPTO patents with 853,638 reactions The yield is 0.240. The reactants are C1(C(=[N:14][C:15]2[CH:20]=[CH:19][C:18]3[C:21]4([CH2:36][O:37][C:17]=3[CH:16]=2)[C:29]2[C:24](=[CH:25][CH:26]=[CH:27][CH:28]=2)[N:23]([CH2:30][CH2:31][CH2:32][CH2:33][CH3:34])[C:22]4=[O:35])C2C=CC=CC=2)C=CC=CC=1.Cl. The catalyst is O1CCCC1.C(=O)(O)[O-].[Na+]. The product is [NH2:14][C:15]1[CH:20]=[CH:19][C:18]2[C:21]3([CH2:36][O:37][C:17]=2[CH:16]=1)[C:29]1[C:24](=[CH:25][CH:26]=[CH:27][CH:28]=1)[N:23]([CH2:30][CH2:31][CH2:32][CH2:33][CH3:34])[C:22]3=[O:35].